Dataset: Peptide-MHC class II binding affinity with 134,281 pairs from IEDB. Task: Regression. Given a peptide amino acid sequence and an MHC pseudo amino acid sequence, predict their binding affinity value. This is MHC class II binding data. The peptide sequence is EKKYFAATAFEPLAA. The MHC is HLA-DPA10301-DPB10402 with pseudo-sequence HLA-DPA10301-DPB10402. The binding affinity (normalized) is 1.00.